This data is from Catalyst prediction with 721,799 reactions and 888 catalyst types from USPTO. The task is: Predict which catalyst facilitates the given reaction. (1) Reactant: [C:1]([O:5][C:6]([N:8]1[CH2:13][CH2:12][CH:11]([CH:14]2[CH2:18][CH2:17][CH2:16][N:15]2[C:19]2[S:23][CH:22]=[C:21]([C:24]([OH:26])=O)[C:20]=2[CH3:27])[CH2:10][CH2:9]1)=[O:7])([CH3:4])([CH3:3])[CH3:2].Cl.[NH2:29][CH2:30][C:31]1[C:32](=[O:39])[NH:33][C:34]([CH3:38])=[CH:35][C:36]=1[CH3:37].CN1CCOCC1.C(Cl)CCl.C1C=NC2N(O)N=NC=2C=1. Product: [CH3:37][C:36]1[CH:35]=[C:34]([CH3:38])[NH:33][C:32](=[O:39])[C:31]=1[CH2:30][NH:29][C:24]([C:21]1[C:20]([CH3:27])=[C:19]([N:15]2[CH2:16][CH2:17][CH2:18][CH:14]2[CH:11]2[CH2:10][CH2:9][N:8]([C:6]([O:5][C:1]([CH3:3])([CH3:4])[CH3:2])=[O:7])[CH2:13][CH2:12]2)[S:23][CH:22]=1)=[O:26]. The catalyst class is: 16. (2) Reactant: [NH2:1][C:2]1[CH:7]=[CH:6][CH:5]=[C:4]([CH3:8])[N:3]=1.[Br:9]Br. Product: [BrH:9].[Br:9][C:5]1[CH:6]=[CH:7][C:2]([NH2:1])=[N:3][C:4]=1[CH3:8]. The catalyst class is: 15. (3) Reactant: [CH3:1][C:2]1[S:6][C:5]([NH:7][C:8](=[O:31])[C:9]2[CH:14]=[CH:13][C:12]([O:15][C:16]3[CH:21]=[CH:20][N:19]=[C:18]4[NH:22][N:23]=[C:24]([CH:25]5[CH2:30][CH2:29][CH2:28][NH:27][CH2:26]5)[C:17]=34)=[CH:11][CH:10]=2)=[N:4][CH:3]=1.[CH3:32][N:33]1[CH2:38][CH2:37][CH:36]([C:39](O)=[O:40])[CH2:35][CH2:34]1.C1C=CC2N(O)N=NC=2C=1.CCN=C=NCCCN(C)C.Cl.C([O-])(O)=O.[Na+]. Product: [CH3:1][C:2]1[S:6][C:5]([NH:7][C:8](=[O:31])[C:9]2[CH:10]=[CH:11][C:12]([O:15][C:16]3[CH:21]=[CH:20][N:19]=[C:18]4[NH:22][N:23]=[C:24]([CH:25]5[CH2:30][CH2:29][CH2:28][N:27]([C:39]([CH:36]6[CH2:37][CH2:38][N:33]([CH3:32])[CH2:34][CH2:35]6)=[O:40])[CH2:26]5)[C:17]=34)=[CH:13][CH:14]=2)=[N:4][CH:3]=1. The catalyst class is: 3. (4) Reactant: [CH3:1][O:2][C:3](=[O:15])[C:4]1[CH:9]=[CH:8][C:7]([C:10]#[C:11][CH2:12][CH2:13][OH:14])=[CH:6][CH:5]=1. Product: [CH3:1][O:2][C:3](=[O:15])[C:4]1[CH:9]=[CH:8][C:7]([CH2:10][CH2:11][CH2:12][CH2:13][OH:14])=[CH:6][CH:5]=1. The catalyst class is: 29. (5) Reactant: [BH4-].[Na+].[CH2:3]([N:5]1[C:9]([CH:10]=[O:11])=[CH:8][CH:7]=[N:6]1)[CH3:4]. Product: [CH2:3]([N:5]1[C:9]([CH2:10][OH:11])=[CH:8][CH:7]=[N:6]1)[CH3:4]. The catalyst class is: 5. (6) Reactant: [CH3:1][C:2]([O:11][C:12]1[CH:17]=[CH:16][C:15]([CH2:18][N:19]2[C:23](=[O:24])[C:22]3([CH2:29][CH2:28][N:27]([CH2:30][CH2:31][CH2:32][N:33]4[C:37]5[CH:38]=[CH:39][CH:40]=[CH:41][C:36]=5[NH:35][C:34]4=[O:42])[CH2:26][CH2:25]3)[N:21]([C:43]3[CH:48]=[CH:47][CH:46]=[CH:45][CH:44]=3)[CH2:20]2)=[CH:14][CH:13]=1)([CH3:10])[C:3]([O:5]C(C)(C)C)=[O:4].Cl. Product: [CH3:10][C:2]([O:11][C:12]1[CH:17]=[CH:16][C:15]([CH2:18][N:19]2[C:23](=[O:24])[C:22]3([CH2:29][CH2:28][N:27]([CH2:30][CH2:31][CH2:32][N:33]4[C:37]5[CH:38]=[CH:39][CH:40]=[CH:41][C:36]=5[NH:35][C:34]4=[O:42])[CH2:26][CH2:25]3)[N:21]([C:43]3[CH:48]=[CH:47][CH:46]=[CH:45][CH:44]=3)[CH2:20]2)=[CH:14][CH:13]=1)([CH3:1])[C:3]([OH:5])=[O:4]. The catalyst class is: 12. (7) Reactant: [F:1][C:2]1[CH:9]=[CH:8][C:5]([CH2:6]Br)=[CH:4][CH:3]=1.C(=O)([O-])[O-].[K+].[K+].C(NC(=O)[O-])C.[OH:22][C:23]1[C:24]([Cl:36])=[CH:25][C:26]2[CH:27]([CH3:35])[CH:28]3[CH2:32][NH:31][CH2:30][CH:29]3[C:33]=2[CH:34]=1. Product: [F:1][C:2]1[CH:9]=[CH:8][C:5]([CH2:6][O:22][C:23]2[C:24]([Cl:36])=[CH:25][C:26]3[CH:27]([CH3:35])[CH:28]4[CH2:32][NH:31][CH2:30][CH:29]4[C:33]=3[CH:34]=2)=[CH:4][CH:3]=1. The catalyst class is: 10. (8) Reactant: [NH2:1][C:2]1[N:3]=[CH:4][C:5]([C:8]2[C:9]([F:21])=[C:10]([OH:20])[C:11]([CH:14]3[CH2:19][CH2:18][CH2:17][CH2:16][CH2:15]3)=[CH:12][CH:13]=2)=[N:6][CH:7]=1.Cl[C:23]1[N:28]=[CH:27][CH:26]=[CH:25][N:24]=1.C([O-])([O-])=O.[K+].[K+].C1OCCOCCOCCOCCOCCOC1. Product: [CH:14]1([C:11]2[CH:12]=[CH:13][C:8]([C:5]3[N:6]=[CH:7][C:2]([NH2:1])=[N:3][CH:4]=3)=[C:9]([F:21])[C:10]=2[O:20][C:23]2[N:28]=[CH:27][CH:26]=[CH:25][N:24]=2)[CH2:19][CH2:18][CH2:17][CH2:16][CH2:15]1. The catalyst class is: 16. (9) Reactant: C([O:3][C:4](=[O:57])[CH2:5][CH2:6][CH2:7][CH2:8][CH2:9][NH:10][C:11]([NH:13][C:14]1[CH:19]=[C:18]([CH3:20])[C:17]([C:21]2[CH:26]=[CH:25][CH:24]=[C:23]([S:27]([C:30]3[CH:34]=[C:33]([C:35]([NH:37][C:38]([O:40][C:41]([CH3:44])([CH3:43])[CH3:42])=[O:39])=[NH:36])[S:32][C:31]=3[S:45][CH3:46])(=[O:29])=[O:28])[CH:22]=2)=[C:16]([NH:47][C:48](=[O:56])[CH2:49][CH2:50][CH2:51][S:52]([CH3:55])(=[O:54])=[O:53])[CH:15]=1)=[O:12])C.[Li+].[OH-]. Product: [C:41]([O:40][C:38]([NH:37][C:35](=[NH:36])[C:33]1[S:32][C:31]([S:45][CH3:46])=[C:30]([S:27]([C:23]2[CH:22]=[C:21]([C:17]3[C:18]([CH3:20])=[CH:19][C:14]([NH:13][C:11](=[O:12])[NH:10][CH2:9][CH2:8][CH2:7][CH2:6][CH2:5][C:4]([OH:57])=[O:3])=[CH:15][C:16]=3[NH:47][C:48](=[O:56])[CH2:49][CH2:50][CH2:51][S:52]([CH3:55])(=[O:53])=[O:54])[CH:26]=[CH:25][CH:24]=2)(=[O:28])=[O:29])[CH:34]=1)=[O:39])([CH3:44])([CH3:42])[CH3:43]. The catalyst class is: 24. (10) Reactant: [Cl:1][C:2]1[CH:7]=[C:6]([Cl:8])[CH:5]=[CH:4][C:3]=1[CH2:9][CH:10]([C:13]1[CH:18]=[CH:17][C:16]([Cl:19])=[CH:15][CH:14]=1)[CH2:11][OH:12].[Cr](Cl)([O-])(=O)=O.[NH+]1C=CC=CC=1.CCOCC. Product: [Cl:1][C:2]1[CH:7]=[C:6]([Cl:8])[CH:5]=[CH:4][C:3]=1[CH2:9][CH:10]([C:13]1[CH:14]=[CH:15][C:16]([Cl:19])=[CH:17][CH:18]=1)[CH:11]=[O:12]. The catalyst class is: 2.